From a dataset of Reaction yield outcomes from USPTO patents with 853,638 reactions. Predict the reaction yield, written as a fraction of the theoretical maximum amount of product (1.0 means a 100% yield; for example, 0.34 means a 34% yield). (1) The reactants are [OH:1][C:2](/[C:5](=[CH:11]/[I:12])/[C:6](OCC)=[O:7])([CH3:4])[CH3:3].[H-].[Al+3].[Li+].[H-].[H-].[H-]. The catalyst is CCOCC. The product is [OH:1][C:2](/[C:5](=[CH:11]/[I:12])/[CH2:6][OH:7])([CH3:4])[CH3:3]. The yield is 0.750. (2) The product is [Br:1][C:2]1[CH:11]=[C:10]2[C:5]([CH:6]=[CH:7][C:8](=[O:15])[NH:9]2)=[N:4][CH:3]=1. The catalyst is C(Cl)(Cl)Cl.O. The yield is 0.412. The reactants are [Br:1][C:2]1[CH:3]=[N:4][C:5]2[CH:6]=[CH:7][CH:8]=[N+:9]([O-])[C:10]=2[CH:11]=1.[Cl-].C(=O)([O-])[O-:15].[K+].[K+].